From a dataset of Reaction yield outcomes from USPTO patents with 853,638 reactions. Predict the reaction yield, written as a fraction of the theoretical maximum amount of product (1.0 means a 100% yield; for example, 0.34 means a 34% yield). (1) The reactants are [NH2:1][C:2]1[CH:3]=[C:4]([C@@H:8]([NH:10][C:11]2[CH:16]=[CH:15][CH:14]=[C:13]([Br:17])[N:12]=2)[CH3:9])[CH:5]=[CH:6][CH:7]=1.[CH3:18][C:19]1[CH:20]=[N:21][CH:22]=[C:23]([CH:27]=1)[C:24](O)=[O:25].Cl.CN(C)CCCN=C=NCC.N1(C2C=CN=CC=2)CCCC1.C(N(CC)CC)C. The catalyst is ClCCl. The product is [Br:17][C:13]1[N:12]=[C:11]([NH:10][C@H:8]([C:4]2[CH:3]=[C:2]([NH:1][C:24](=[O:25])[C:23]3[CH:27]=[C:19]([CH3:18])[CH:20]=[N:21][CH:22]=3)[CH:7]=[CH:6][CH:5]=2)[CH3:9])[CH:16]=[CH:15][CH:14]=1. The yield is 0.630. (2) The catalyst is C(=O)([O-])[O-].[Na+].[Na+].C(#N)C.O.C1C=CC(P(C2C=CC=CC=2)[C-]2C=CC=C2)=CC=1.C1C=CC(P(C2C=CC=CC=2)[C-]2C=CC=C2)=CC=1.Cl[Pd]Cl.[Fe+2]. The yield is 0.460. The reactants are Br[C:2]1[CH:18]=[N:17][C:5]2[NH:6][C:7]3[CH:12]=[N:11][C:10]([C:13]#[N:14])=[C:9]([CH2:15][CH3:16])[C:8]=3[C:4]=2[CH:3]=1.[N:19]1([CH2:25][C:26]2[CH:31]=[CH:30][C:29](B(O)O)=[CH:28][CH:27]=2)[CH2:24][CH2:23][CH2:22][CH2:21][CH2:20]1. The product is [CH2:15]([C:9]1[C:8]2[C:4]3[CH:3]=[C:2]([C:29]4[CH:28]=[CH:27][C:26]([CH2:25][N:19]5[CH2:24][CH2:23][CH2:22][CH2:21][CH2:20]5)=[CH:31][CH:30]=4)[CH:18]=[N:17][C:5]=3[NH:6][C:7]=2[CH:12]=[N:11][C:10]=1[C:13]#[N:14])[CH3:16]. (3) The reactants are Cl.[CH3:2][O:3][C:4]([C@@H:6]1[C@@H:10]([OH:11])[CH2:9][CH2:8][NH:7]1)=[O:5].CCN(C(C)C)C(C)C.[Cl:21][C:22]1[C:29]([CH3:30])=[C:28]([N:31]=[C:32]=[O:33])[CH:27]=[CH:26][C:23]=1[C:24]#[N:25]. The catalyst is C(Cl)Cl. The product is [CH3:2][O:3][C:4]([C@@H:6]1[C@@H:10]([OH:11])[CH2:9][CH2:8][N:7]1[C:32]([NH:31][C:28]1[CH:27]=[CH:26][C:23]([C:24]#[N:25])=[C:22]([Cl:21])[C:29]=1[CH3:30])=[O:33])=[O:5]. The yield is 0.753. (4) The reactants are [CH2:1]([NH:8][C:9]([NH:11][CH2:12][C:13]#[N:14])=[O:10])[C:2]1[CH:7]=[CH:6][CH:5]=[CH:4][CH:3]=1.[H-].[Na+]. The catalyst is O1CCCC1. The product is [CH2:1]([N:8]1[C:13](=[NH:14])[CH2:12][NH:11][C:9]1=[O:10])[C:2]1[CH:7]=[CH:6][CH:5]=[CH:4][CH:3]=1. The yield is 0.390.